This data is from Peptide-MHC class II binding affinity with 134,281 pairs from IEDB. The task is: Regression. Given a peptide amino acid sequence and an MHC pseudo amino acid sequence, predict their binding affinity value. This is MHC class II binding data. (1) The peptide sequence is AQMNQAFRNIVNMLH. The MHC is HLA-DPA10301-DPB10402 with pseudo-sequence HLA-DPA10301-DPB10402. The binding affinity (normalized) is 0.421. (2) The peptide sequence is MPVDPDNEAYEMPSE. The MHC is DRB1_0701 with pseudo-sequence DRB1_0701. The binding affinity (normalized) is 0. (3) The peptide sequence is NKNFFWAVKPKAVRQ. The MHC is H-2-IAb with pseudo-sequence H-2-IAb. The binding affinity (normalized) is 0.187. (4) The peptide sequence is ALSYYPTPLAKEDFL. The MHC is HLA-DPA10103-DPB10301 with pseudo-sequence HLA-DPA10103-DPB10301. The binding affinity (normalized) is 0.172. (5) The peptide sequence is EKKGFAATQFEPLAA. The MHC is DRB1_0701 with pseudo-sequence DRB1_0701. The binding affinity (normalized) is 0.610. (6) The peptide sequence is YARFQSQTTLKQKT. The MHC is HLA-DQA10102-DQB10602 with pseudo-sequence HLA-DQA10102-DQB10602. The binding affinity (normalized) is 0.0235. (7) The peptide sequence is VNKMLAVLDTNILWV. The MHC is DRB1_0901 with pseudo-sequence DRB1_0901. The binding affinity (normalized) is 0.755. (8) The peptide sequence is TFTVEKGSNEKHLAV. The MHC is DRB5_0101 with pseudo-sequence DRB5_0101. The binding affinity (normalized) is 0.453.